The task is: Predict the reactants needed to synthesize the given product.. This data is from Full USPTO retrosynthesis dataset with 1.9M reactions from patents (1976-2016). (1) Given the product [Br:10][CH2:5][C:4]1[CH:3]=[C:2]([OH:1])[CH:9]=[CH:8][CH:7]=1, predict the reactants needed to synthesize it. The reactants are: [OH:1][C:2]1[CH:3]=[C:4]([CH:7]=[CH:8][CH:9]=1)[CH2:5]O.[Br:10]C(Br)(Br)Br.C1(P(C2C=CC=CC=2)C2C=CC=CC=2)C=CC=CC=1. (2) Given the product [ClH:19].[CH3:4][CH:3]([N:6]1[CH2:11][CH2:10][CH:9]([O:12][CH:13]2[CH2:18][CH2:17][N:16]([C:20]3[N:21]=[CH:22][C:23]([C:26]#[N:27])=[CH:24][CH:25]=3)[CH2:15][CH2:14]2)[CH2:8][CH2:7]1)[CH3:5], predict the reactants needed to synthesize it. The reactants are: Cl.Cl.[CH:3]([N:6]1[CH2:11][CH2:10][CH:9]([O:12][CH:13]2[CH2:18][CH2:17][NH:16][CH2:15][CH2:14]2)[CH2:8][CH2:7]1)([CH3:5])[CH3:4].[Cl:19][C:20]1[CH:25]=[CH:24][C:23]([C:26]#[N:27])=[CH:22][N:21]=1.C(=O)([O-])[O-].[K+].[K+].